Dataset: Forward reaction prediction with 1.9M reactions from USPTO patents (1976-2016). Task: Predict the product of the given reaction. (1) Given the reactants [CH3:1][C@@H:2]1[CH2:6][CH2:5][CH2:4][N:3]1[CH2:7][CH2:8][CH2:9][O:10][C:11]1[CH:16]=[CH:15][C:14]([C:17]2[S:18][C:19]3[CH2:20][N:21](C(OC(C)(C)C)=O)[CH2:22][CH2:23][C:24]=3[N:25]=2)=[CH:13][CH:12]=1.FC(F)(F)C(O)=O.O, predict the reaction product. The product is: [CH3:1][C@@H:2]1[CH2:6][CH2:5][CH2:4][N:3]1[CH2:7][CH2:8][CH2:9][O:10][C:11]1[CH:12]=[CH:13][C:14]([C:17]2[S:18][C:19]3[CH2:20][NH:21][CH2:22][CH2:23][C:24]=3[N:25]=2)=[CH:15][CH:16]=1. (2) The product is: [CH3:16][CH:9]([C:10](=[O:11])[CH3:12])[C:8]([O:7][C:3]([CH3:6])([CH3:4])[CH3:5])=[O:13]. Given the reactants [H-].[Na+].[C:3]([O:7][C:8](=[O:13])[CH2:9][C:10]([CH3:12])=[O:11])([CH3:6])([CH3:5])[CH3:4].CI.[C:16](OCC)(=O)C, predict the reaction product. (3) Given the reactants [C:1]([C:5]1[N:6]=[C:7]([N:16]2[CH2:20][CH2:19][C:18]([F:22])([F:21])[CH2:17]2)[C:8]2[C:9](=[N:11][N:12]([CH2:14][CH3:15])[N:13]=2)[N:10]=1)([CH3:4])([CH3:3])[CH3:2].C(C1N=C(N2CCC(F)(F)C2)C2N=NNC=2N=1)(C)(C)C.ClCC1[O:49][N:48]=[C:47]([CH3:50])[N:46]=1, predict the reaction product. The product is: [C:1]([C:5]1[N:6]=[C:7]([N:16]2[CH2:20][CH2:19][C:18]([F:21])([F:22])[CH2:17]2)[C:8]2[C:9](=[N:11][N:12]([CH2:14][C:15]3[O:49][N:48]=[C:47]([CH3:50])[N:46]=3)[N:13]=2)[N:10]=1)([CH3:2])([CH3:3])[CH3:4]. (4) Given the reactants [CH3:1]C1C=CC(S([O-])(=O)=O)=CC=1.C1C=C[NH+]=CC=1.C([O:21][CH2:22][CH2:23][C:24]1([C:30]([O:32][CH2:33][CH:34]=[CH2:35])=[O:31])[CH2:28][CH2:27][CH2:26][C:25]1=[O:29])(=O)C.C(=O)([O-])[O-].[K+].[K+], predict the reaction product. The product is: [CH3:1][O:29][C:25]12[CH2:26][CH2:27][CH2:28][C:24]1([C:30]([O:32][CH2:33][CH:34]=[CH2:35])=[O:31])[CH2:23][CH2:22][O:21]2.